Dataset: Catalyst prediction with 721,799 reactions and 888 catalyst types from USPTO. Task: Predict which catalyst facilitates the given reaction. (1) Reactant: [Cl:1][C:2]1[C:15]2[C:14](=[O:16])[C:13]3[C:8](=[CH:9][CH:10]=[CH:11][CH:12]=3)[S:7][C:6]=2[C:5]([OH:17])=[CH:4][CH:3]=1.C([O-])([O-])=O.[K+].[K+].Br[CH2:25][CH2:26][CH2:27][CH2:28][CH2:29][CH2:30][CH2:31][CH2:32][CH2:33][CH2:34][CH2:35][CH3:36]. Product: [Cl:1][C:2]1[C:15]2[C:14](=[O:16])[C:13]3[C:8](=[CH:9][CH:10]=[CH:11][CH:12]=3)[S:7][C:6]=2[C:5]([O:17][CH2:36][CH2:35][CH2:34][CH2:33][CH2:32][CH2:31][CH2:30][CH2:29][CH2:28][CH2:27][CH2:26][CH3:25])=[CH:4][CH:3]=1. The catalyst class is: 21. (2) Reactant: [F:1][C:2]([F:14])([F:13])[O:3][C:4]1[CH:9]=[CH:8][C:7]([N:10]=[C:11]=[O:12])=[CH:6][CH:5]=1.[C:15]([N:22]1[CH2:27][CH2:26][CH:25]([NH2:28])[CH2:24][CH2:23]1)([O:17][C:18]([CH3:21])([CH3:20])[CH3:19])=[O:16]. Product: [F:1][C:2]([F:13])([F:14])[O:3][C:4]1[CH:5]=[CH:6][C:7]([NH:10][C:11](=[O:12])[NH:28][CH:25]2[CH2:24][CH2:23][N:22]([C:15]([O:17][C:18]([CH3:21])([CH3:20])[CH3:19])=[O:16])[CH2:27][CH2:26]2)=[CH:8][CH:9]=1. The catalyst class is: 1. (3) Reactant: Cl[C:2]1[C:3]2[C:4](=[CH:17][N:18](CC3C=CC(OC)=CC=3)[N:19]=2)[N:5]=[C:6]([C:8]2[S:9][C:10]3[CH:16]=[CH:15][CH:14]=[CH:13][C:11]=3[N:12]=2)[N:7]=1.[NH:29]1[C:37]2[C:32](=[CH:33][CH:34]=[C:35]([NH2:38])[CH:36]=2)[CH:31]=[N:30]1.Cl. Product: [S:9]1[C:10]2[CH:16]=[CH:15][CH:14]=[CH:13][C:11]=2[N:12]=[C:8]1[C:6]1[N:7]=[C:2]([NH:38][C:35]2[CH:36]=[C:37]3[C:32]([CH:31]=[N:30][NH:29]3)=[CH:33][CH:34]=2)[C:3]2[NH:19][N:18]=[CH:17][C:4]=2[N:5]=1. The catalyst class is: 71. (4) The catalyst class is: 3. Product: [CH2:23]([S:20]([N:17]1[CH2:18][CH2:19][CH:14]([NH:13][C:9]2[CH:8]=[C:7]([C:4]3[S:5][CH:6]=[C:2]([NH:1][CH2:38][C:39]([O:41][CH3:42])=[O:40])[C:3]=3[CH3:30])[CH:12]=[CH:11][CH:10]=2)[CH2:15][CH2:16]1)(=[O:22])=[O:21])[C:24]1[CH:29]=[CH:28][CH:27]=[CH:26][CH:25]=1. Reactant: [NH2:1][C:2]1[C:3]([CH3:30])=[C:4]([C:7]2[CH:8]=[C:9]([NH:13][CH:14]3[CH2:19][CH2:18][N:17]([S:20]([CH2:23][C:24]4[CH:29]=[CH:28][CH:27]=[CH:26][CH:25]=4)(=[O:22])=[O:21])[CH2:16][CH2:15]3)[CH:10]=[CH:11][CH:12]=2)[S:5][CH:6]=1.C([O-])([O-])=O.[K+].[K+].Br[CH2:38][C:39]([O:41][CH3:42])=[O:40]. (5) Reactant: [Br:1][C:2]1[N:3]([CH:21]([CH3:23])[CH3:22])[C:4]([CH:12]([C:14]2[CH:19]=[CH:18][C:17]([Cl:20])=[CH:16][CH:15]=2)O)=[C:5]([C:7]([O:9][CH2:10][CH3:11])=[O:8])[N:6]=1.CS(OS(C)(=O)=O)(=O)=O.[CH3:33][N:34]1[C:38]2=[N:39][C:40]([NH2:44])=[CH:41][C:42]([CH3:43])=[C:37]2[N:36]=[N:35]1. Product: [Br:1][C:2]1[N:3]([CH:21]([CH3:23])[CH3:22])[C:4]([CH:12]([C:14]2[CH:19]=[CH:18][C:17]([Cl:20])=[CH:16][CH:15]=2)[NH:44][C:40]2[N:39]=[C:38]3[N:34]([CH3:33])[N:35]=[N:36][C:37]3=[C:42]([CH3:43])[CH:41]=2)=[C:5]([C:7]([O:9][CH2:10][CH3:11])=[O:8])[N:6]=1. The catalyst class is: 2.